Predict the reaction yield, written as a fraction of the theoretical maximum amount of product (1.0 means a 100% yield; for example, 0.34 means a 34% yield). From a dataset of Reaction yield outcomes from USPTO patents with 853,638 reactions. (1) The reactants are [C:1]([O:8][CH3:9])(=[O:7])/[CH:2]=[CH:3]/[C:4]([OH:6])=[O:5].Cl[CH2:11][CH2:12][O:13][C:14]([O:16][CH:17]([CH3:19])[CH3:18])=[O:15]. The catalyst is CN1C(=O)CCC1. The product is [C:1]([O:8][CH3:9])(=[O:7])/[CH:2]=[CH:3]/[C:4]([O:6][CH2:11][CH2:12][O:13][C:14]([O:16][CH:17]([CH3:19])[CH3:18])=[O:15])=[O:5]. The yield is 0.910. (2) The reactants are [CH:1]1([NH:4][C:5](=[O:23])[C:6]2[CH:11]=[CH:10][C:9]([CH3:12])=[C:8]([NH:13][C:14](=[O:22])[C:15]3[CH:20]=[CH:19][C:18]([OH:21])=[CH:17][CH:16]=3)[CH:7]=2)[CH2:3][CH2:2]1.[O:24]1[CH2:28][CH2:27][O:26][CH:25]1[CH2:29][O:30][C:31]1[CH:32]=[CH:33][C:34]([CH2:37]O)=[N:35][CH:36]=1.C1(P(C2C=CC=CC=2)C2C=CC=CC=2)C=CC=CC=1.N(C(OC(C)(C)C)=O)=NC(OC(C)(C)C)=O. The catalyst is C1COCC1. The product is [CH:1]1([NH:4][C:5](=[O:23])[C:6]2[CH:11]=[CH:10][C:9]([CH3:12])=[C:8]([NH:13][C:14](=[O:22])[C:15]3[CH:16]=[CH:17][C:18]([O:21][CH2:37][C:34]4[CH:33]=[CH:32][C:31]([O:30][CH2:29][CH:25]5[O:26][CH2:27][CH2:28][O:24]5)=[CH:36][N:35]=4)=[CH:19][CH:20]=3)[CH:7]=2)[CH2:2][CH2:3]1. The yield is 0.760. (3) The reactants are [C:1]1([CH:7]([C:24]2[CH:29]=[CH:28][CH:27]=[CH:26][CH:25]=2)[CH2:8][CH2:9][N:10]([CH2:21][CH2:22][OH:23])C(=O)OCC2C=CC=CC=2)[CH:6]=[CH:5][CH:4]=[CH:3][CH:2]=1.ClC(Cl)(Cl)[C:32]([N:34]=C=O)=[O:33]. The catalyst is C1COCC1.[Pd]. The product is [C:32](=[O:33])([O:23][CH2:22][CH2:21][NH:10][CH2:9][CH2:8][CH:7]([C:1]1[CH:2]=[CH:3][CH:4]=[CH:5][CH:6]=1)[C:24]1[CH:25]=[CH:26][CH:27]=[CH:28][CH:29]=1)[NH2:34]. The yield is 0.620.